From a dataset of Reaction yield outcomes from USPTO patents with 853,638 reactions. Predict the reaction yield, written as a fraction of the theoretical maximum amount of product (1.0 means a 100% yield; for example, 0.34 means a 34% yield). (1) The reactants are C(O[C:6]([NH:8][C@H:9]([CH2:13][O:14][CH:15]([F:17])[F:16])[C:10]([OH:12])=O)=[O:7])(C)(C)C.[CH2:18](N(CC)CC)C.ClC(OCC(C)C)=O.[CH2:33]([NH2:40])[C:34]1[CH:39]=[CH:38][CH:37]=[CH:36][CH:35]=1. The catalyst is C1COCC1.C(OCC)(=O)C. The product is [C:6]([NH:8][C@H:9]([CH2:13][O:14][CH:15]([F:16])[F:17])[C:10]([NH:40][CH2:33][C:34]1[CH:39]=[CH:38][CH:37]=[CH:36][CH:35]=1)=[O:12])(=[O:7])[CH3:18]. The yield is 0.167. (2) The reactants are [O:1]=[C:2]([C@H:4]([CH2:6][C:7]1[CH:14]=[C:12]([OH:13])[C:10]([OH:11])=[CH:9][CH:8]=1)[NH2:5])[OH:3].C([O-])([O-])=O.[Na+].[Na+].[C:21](Cl)(=[O:25])[C:22]([CH3:24])=[CH2:23].Cl. The catalyst is O. The product is [C:21]([NH:5][C@H:4]([C:2]([OH:3])=[O:1])[CH2:6][C:7]1[CH:8]=[CH:9][C:10]([OH:11])=[C:12]([OH:13])[CH:14]=1)(=[O:25])[C:22]([CH3:24])=[CH2:23]. The yield is 0.350. (3) The reactants are N#N.[C:3]([O:7][C:8]([N:10]1[CH2:14][CH2:13][C:12](=[CH2:15])[CH2:11]1)=[O:9])([CH3:6])([CH3:5])[CH3:4].B1C2CCCC1CCC2.Br[C:26]1[CH:36]=[CH:35][C:29]2[O:30][C:31]([F:34])([F:33])[O:32][C:28]=2[CH:27]=1.C(=O)([O-])[O-].[K+].[K+].[OH-].[Na+]. The catalyst is CN(C=O)C.O.C1C=CC(P(C2C=CC=CC=2)[C-]2C=CC=C2)=CC=1.C1C=CC(P(C2C=CC=CC=2)[C-]2C=CC=C2)=CC=1.Cl[Pd]Cl.[Fe+2].O.C(Cl)Cl. The product is [C:3]([O:7][C:8]([N:10]1[CH2:14][CH2:13][CH:12]([CH2:15][C:36]2[CH:26]=[CH:27][C:28]3[O:32][C:31]([F:33])([F:34])[O:30][C:29]=3[CH:35]=2)[CH2:11]1)=[O:9])([CH3:6])([CH3:5])[CH3:4]. The yield is 0.940. (4) The reactants are C([O:14][C:15]1[C:24]2[N:23]=[CH:22][CH:21]=[CH:20][C:19]=2[C:18]([C:25]([OH:27])=O)=[C:17]2[CH2:28][N:29]([CH2:32][C:33]3[CH:38]=[CH:37][C:36]([F:39])=[CH:35][CH:34]=3)[C:30](=[O:31])[C:16]=12)(C1C=CC=CC=1)C1C=CC=CC=1.[NH2:40][C:41]1[S:42][CH:43]=[CH:44][N:45]=1.C(N(C(C)C)CC)(C)C.F[P-](F)(F)(F)(F)F.N1(OC(N(C)C)=[N+](C)C)C2N=CC=CC=2N=N1. The catalyst is CN(C)C=O. The product is [S:42]1[CH:43]=[CH:44][N:45]=[C:41]1[NH:40][C:25]([C:18]1[C:19]2[CH:20]=[CH:21][CH:22]=[N:23][C:24]=2[C:15]([OH:14])=[C:16]2[C:30](=[O:31])[N:29]([CH2:32][C:33]3[CH:38]=[CH:37][C:36]([F:39])=[CH:35][CH:34]=3)[CH2:28][C:17]=12)=[O:27]. The yield is 0.600. (5) The reactants are [CH:1]([C:4]1[CH:9]=[CH:8][CH:7]=[C:6]([CH:10]([CH3:12])[CH3:11])[C:5]=1[NH:13][C:14]1[C:15]([NH2:20])=[CH:16][CH:17]=[CH:18][CH:19]=1)([CH3:3])[CH3:2].[Br:21][C:22]1[CH:23]=[C:24]([CH:27]=[CH:28][CH:29]=1)[CH:25]=O.O.[Br-].C([N+]1C=CC=CC=1)CCCCCCCCCCCCCCC.O1CCCC1. The catalyst is [Cl-].[Na+].O.[O-2].[Mn+4].[O-2].C1(C)C=CC=CC=1.C(OCC)(=O)C.O. The product is [Br:21][C:22]1[CH:23]=[C:24]([C:25]2[N:13]([C:5]3[C:4]([CH:1]([CH3:2])[CH3:3])=[CH:9][CH:8]=[CH:7][C:6]=3[CH:10]([CH3:12])[CH3:11])[C:14]3[CH:19]=[CH:18][CH:17]=[CH:16][C:15]=3[N:20]=2)[CH:27]=[CH:28][CH:29]=1. The yield is 0.400.